Predict the reactants needed to synthesize the given product. From a dataset of Full USPTO retrosynthesis dataset with 1.9M reactions from patents (1976-2016). (1) Given the product [ClH:1].[Cl:1][C:2]1[C:3]([C:26]([F:27])([F:28])[F:29])=[CH:4][C:5]2[NH:9][C:8](=[O:10])[N:7]([CH:11]3[CH2:12][CH2:13][N:14]([C:17]4([CH3:23])[CH2:18][CH2:19][O:20][CH2:21][CH2:22]4)[CH2:15][CH2:16]3)[C:6]=2[CH:25]=1, predict the reactants needed to synthesize it. The reactants are: [Cl:1][C:2]1[C:3]([C:26]([F:29])([F:28])[F:27])=[CH:4][C:5]2[NH:9][C:8](=[O:10])[N:7]([CH:11]3[CH2:16][CH2:15][N:14]([C:17]4([C:23]#N)[CH2:22][CH2:21][O:20][CH2:19][CH2:18]4)[CH2:13][CH2:12]3)[C:6]=2[CH:25]=1.C[Mg]Br. (2) Given the product [CH:14]1([CH2:13][O:1][CH:2]2[CH2:7][C:6]([C:8]#[N:9])=[CH:5][CH2:4][CH2:3]2)[CH2:16][CH2:15]1, predict the reactants needed to synthesize it. The reactants are: [OH:1][CH:2]1[CH2:7][C:6]([C:8]#[N:9])=[CH:5][CH2:4][CH2:3]1.[H-].[Na+].Br[CH2:13][CH:14]1[CH2:16][CH2:15]1. (3) Given the product [OH:17][CH2:16][CH2:15][NH:14][C:12]([C:9]1[CH:8]=[CH:7][C:6]2[C:11](=[C:2]([C:23]3[CH:22]=[CH:21][CH:20]=[C:19]([OH:18])[CH:24]=3)[CH:3]=[N:4][CH:5]=2)[N:10]=1)=[O:13], predict the reactants needed to synthesize it. The reactants are: Br[C:2]1[CH:3]=[N:4][CH:5]=[C:6]2[C:11]=1[N:10]=[C:9]([C:12]([NH:14][CH2:15][CH2:16][OH:17])=[O:13])[CH:8]=[CH:7]2.[OH:18][C:19]1[CH:20]=[C:21](B(O)O)[CH:22]=[CH:23][CH:24]=1. (4) Given the product [Br:1][C:2]1[CH:7]=[C:6]([F:8])[C:5]([O:9][C:18]2[N:28]=[CH:27][CH:26]=[C:25]([CH:29]=[CH2:30])[C:19]=2[C:20]([O:22][CH2:23][CH3:24])=[O:21])=[C:4]([F:10])[CH:3]=1, predict the reactants needed to synthesize it. The reactants are: [Br:1][C:2]1[CH:7]=[C:6]([F:8])[C:5]([OH:9])=[C:4]([F:10])[CH:3]=1.C(=O)([O-])[O-].[K+].[K+].F[C:18]1[N:28]=[CH:27][CH:26]=[C:25]([CH:29]=[CH2:30])[C:19]=1[C:20]([O:22][CH2:23][CH3:24])=[O:21]. (5) Given the product [C:28]([C:23]1[CH:24]=[CH:25][CH:26]=[CH:27][C:22]=1[C:19]1[CH:18]=[CH:17][C:16]([CH2:15][CH:4]([C:5]([O:7][CH2:8][CH3:9])=[O:6])[C:3]([O:11][CH2:12][CH3:13])=[O:10])=[CH:21][CH:20]=1)#[N:29], predict the reactants needed to synthesize it. The reactants are: [H-].[Na+].[C:3]([O:11][CH2:12][CH3:13])(=[O:10])[CH2:4][C:5]([O:7][CH2:8][CH3:9])=[O:6].Br[CH2:15][C:16]1[CH:21]=[CH:20][C:19]([C:22]2[C:23]([C:28]#[N:29])=[CH:24][CH:25]=[CH:26][CH:27]=2)=[CH:18][CH:17]=1. (6) Given the product [CH3:8][C:5]1[C:4]([N+:9]([O-:11])=[O:10])=[CH:3][C:2]([C:17]#[C:16][Si:13]([CH3:15])([CH3:14])[CH3:12])=[CH:7][N:6]=1, predict the reactants needed to synthesize it. The reactants are: Br[C:2]1[CH:3]=[C:4]([N+:9]([O-:11])=[O:10])[C:5]([CH3:8])=[N:6][CH:7]=1.[CH3:12][Si:13]([C:16]#[CH:17])([CH3:15])[CH3:14]. (7) Given the product [Br:31][CH2:26][CH2:27][CH2:28][CH2:29][O:23][C:22](=[O:24])[C@H:15]([CH2:16][C:17]1[N:21]=[CH:20][NH:19][CH:18]=1)[NH:14][C:12](=[O:13])[CH2:11][CH2:10][NH:9][C:1](=[O:8])[C:2]1[CH:7]=[CH:6][CH:5]=[N:4][CH:3]=1, predict the reactants needed to synthesize it. The reactants are: [C:1]([NH:9][CH2:10][CH2:11][C:12]([NH:14][C@H:15]([C:22]([OH:24])=[O:23])[CH2:16][C:17]1[N:21]=[CH:20][NH:19][CH:18]=1)=[O:13])(=[O:8])[C:2]1[CH:7]=[CH:6][CH:5]=[N:4][CH:3]=1.O1[CH2:29][CH2:28][CH2:27][CH2:26]1.C(Br)(Br)(Br)[Br:31]. (8) Given the product [CH3:15][C:16]1[C:46]([C:47]([F:50])([F:48])[F:49])=[CH:45][CH:44]=[CH:43][C:17]=1[CH2:18][N:19]1[C:24](=[O:25])[C:23]([C:26]([NH:51][C@H:52]([C:54]([O:56][CH3:57])=[O:55])[CH3:53])=[O:27])=[CH:22][N:21]([C:29]2[CH:30]=[C:31]3[C:35](=[CH:36][CH:37]=2)[N:34]([CH3:38])[C:33](=[O:39])[C:32]3([CH3:41])[CH3:40])[C:20]1=[O:42], predict the reactants needed to synthesize it. The reactants are: C(Cl)CCl.C1C=CC2N(O)N=NC=2C=1.[CH3:15][C:16]1[C:46]([C:47]([F:50])([F:49])[F:48])=[CH:45][CH:44]=[CH:43][C:17]=1[CH2:18][N:19]1[C:24](=[O:25])[C:23]([C:26](O)=[O:27])=[CH:22][N:21]([C:29]2[CH:30]=[C:31]3[C:35](=[CH:36][CH:37]=2)[N:34]([CH3:38])[C:33](=[O:39])[C:32]3([CH3:41])[CH3:40])[C:20]1=[O:42].[NH2:51][C@H:52]([C:54]([O:56][CH3:57])=[O:55])[CH3:53].C(N(CC)C(C)C)(C)C. (9) The reactants are: [C:1]([C:5]1[CH:6]=[C:7]2[C:11](=[CH:12][CH:13]=1)[CH:10]([NH:14][C:15]([NH:17][C:18]1[CH:26]=[CH:25][CH:24]=[C:23]3[C:19]=1[CH:20]=[N:21][N:22]3C(OC)=O)=[O:16])[CH2:9][CH2:8]2)([CH3:4])([CH3:3])[CH3:2].[OH-].[Na+].CO. Given the product [C:1]([C:5]1[CH:6]=[C:7]2[C:11](=[CH:12][CH:13]=1)[CH:10]([NH:14][C:15]([NH:17][C:18]1[CH:26]=[CH:25][CH:24]=[C:23]3[C:19]=1[CH:20]=[N:21][NH:22]3)=[O:16])[CH2:9][CH2:8]2)([CH3:4])([CH3:2])[CH3:3], predict the reactants needed to synthesize it.